From a dataset of Reaction yield outcomes from USPTO patents with 853,638 reactions. Predict the reaction yield, written as a fraction of the theoretical maximum amount of product (1.0 means a 100% yield; for example, 0.34 means a 34% yield). (1) The reactants are [CH3:1][C:2]1[CH:7]=[C:6]([CH3:8])[N:5]=[C:4]([NH:9][C:10]2[CH:15]=[CH:14][C:13]([CH2:16][CH2:17][NH:18][C:19](=[O:27])OC3C=CC=CC=3)=[CH:12][CH:11]=2)[C:3]=1[N+:28]([O-:30])=[O:29].[CH3:31][C:32]1[CH:33]=[CH:34][C:35]([S:38]([NH2:41])(=[O:40])=[O:39])=[CH:36][CH:37]=1.[H-].[Na+].O. The catalyst is CN(C=O)C. The product is [CH3:1][C:2]1[CH:7]=[C:6]([CH3:8])[N:5]=[C:4]([NH:9][C:10]2[CH:15]=[CH:14][C:13]([CH2:16][CH2:17][NH:18][C:19]([NH:41][S:38]([C:35]3[CH:36]=[CH:37][C:32]([CH3:31])=[CH:33][CH:34]=3)(=[O:39])=[O:40])=[O:27])=[CH:12][CH:11]=2)[C:3]=1[N+:28]([O-:30])=[O:29]. The yield is 0.810. (2) The product is [OH:15][CH2:16][C@H:17]([CH3:47])[O:18][C:19]1[CH:20]=[C:21]([CH:33]=[C:34]([O:36][C:37]2[CH:38]=[CH:39][C:40]([S:43]([CH3:46])(=[O:45])=[O:44])=[CH:41][CH:42]=2)[CH:35]=1)[C:22]([NH:24][C:25]1[S:26][CH:27]=[C:28]([CH2:30][O:31][CH3:32])[N:29]=1)=[O:23]. The reactants are C(O)(C(F)(F)F)=O.[Si]([O:15][CH2:16][C@H:17]([CH3:47])[O:18][C:19]1[CH:20]=[C:21]([CH:33]=[C:34]([O:36][C:37]2[CH:42]=[CH:41][C:40]([S:43]([CH3:46])(=[O:45])=[O:44])=[CH:39][CH:38]=2)[CH:35]=1)[C:22]([NH:24][C:25]1[S:26][CH:27]=[C:28]([CH2:30][O:31][CH3:32])[N:29]=1)=[O:23])(C(C)(C)C)(C)C.C(=O)([O-])O.[Na+]. The catalyst is C(Cl)Cl.O. The yield is 0.560. (3) The reactants are C(OC([N:8]1[CH2:37][CH2:36][C:11]2[N:12]([CH3:35])[C:13]3[CH:14]=[C:15]([N:19]4[CH:24]=[CH:23][C:22]([O:25][CH2:26][C:27]5[CH:32]=[CH:31][C:30]([Cl:33])=[CH:29][CH:28]=5)=[CH:21][C:20]4=[O:34])[CH:16]=[CH:17][C:18]=3[C:10]=2[CH2:9]1)=O)(C)(C)C.[ClH:38]. The catalyst is CO.CCOCC. The product is [ClH:33].[ClH:38].[Cl:33][C:30]1[CH:29]=[CH:28][C:27]([CH2:26][O:25][C:22]2[CH:23]=[CH:24][N:19]([C:15]3[CH:16]=[CH:17][C:18]4[C:10]5[CH2:9][NH:8][CH2:37][CH2:36][C:11]=5[N:12]([CH3:35])[C:13]=4[CH:14]=3)[C:20](=[O:34])[CH:21]=2)=[CH:32][CH:31]=1. The yield is 0.710. (4) The reactants are [N+:1]([C:4]1[CH:5]=[C:6]([CH:11]=[CH:12][CH:13]=1)[C:7](=[N:9][OH:10])[NH2:8])([O-:3])=[O:2].[CH3:14][C:15]([CH3:24])([CH3:23])[C:16](=[O:22])[CH2:17][C:18](OC)=O. The catalyst is C1(C)C=CC=CC=1. The product is [CH3:14][C:15]([CH3:24])([CH3:23])[C:16](=[O:22])[CH2:17][C:18]1[O:10][N:9]=[C:7]([C:6]2[CH:11]=[CH:12][CH:13]=[C:4]([N+:1]([O-:3])=[O:2])[CH:5]=2)[N:8]=1. The yield is 0.900. (5) The yield is 0.810. The product is [Cl:1][C:2]1[CH:3]=[C:4]2[C:10]([C:11]3[N:16]=[C:15]([NH:17][C@@H:18]4[CH2:23][CH2:22][CH2:21][C@H:20]([NH2:24])[CH2:19]4)[C:14]([F:32])=[CH:13][N:12]=3)=[CH:9][N:8]([S:33]([C:36]3[CH:37]=[CH:38][C:39]([CH3:42])=[CH:40][CH:41]=3)(=[O:35])=[O:34])[C:5]2=[N:6][CH:7]=1. The reactants are [Cl:1][C:2]1[CH:3]=[C:4]2[C:10]([C:11]3[N:16]=[C:15]([NH:17][C@@H:18]4[CH2:23][CH2:22][CH2:21][C@H:20]([NH:24]C(=O)OC(C)(C)C)[CH2:19]4)[C:14]([F:32])=[CH:13][N:12]=3)=[CH:9][N:8]([S:33]([C:36]3[CH:41]=[CH:40][C:39]([CH3:42])=[CH:38][CH:37]=3)(=[O:35])=[O:34])[C:5]2=[N:6][CH:7]=1.ClC1C=C2C(C3N=C(N[C@H]4CCC[C@@H](NC(=O)OC(C)(C)C)C4)C(F)=CN=3)=CN(S(C3C=CC(C)=CC=3)(=O)=O)C2=NC=1.FC(F)(F)C(O)=O. The catalyst is C(Cl)Cl.